This data is from Catalyst prediction with 721,799 reactions and 888 catalyst types from USPTO. The task is: Predict which catalyst facilitates the given reaction. (1) Reactant: [OH:1][C@H:2]1[C@@H:6]([OH:7])[C@H:5]([N:8]2[CH:13]=[CH:12][C:11](=[O:14])[N:10]([CH2:15][C:16]3[CH:21]=[CH:20][C:19]([O:22][CH3:23])=[CH:18][CH:17]=3)[C:9]2=[O:24])[O:4][CH:3]1[C@H:25]([OH:57])[C@@H:26]([C:50]([O:52]C(C)(C)C)=[O:51])[NH:27][CH2:28][CH2:29][CH2:30][NH:31][C:32](=[O:49])[C@H:33]([CH2:45][CH:46]([CH3:48])[CH3:47])[NH:34][C:35](=[O:44])[O:36][CH2:37][C:38]1[CH:43]=[CH:42][CH:41]=[CH:40][CH:39]=1. Product: [OH:1][C@H:2]1[C@@H:6]([OH:7])[C@H:5]([N:8]2[CH:13]=[CH:12][C:11](=[O:14])[N:10]([CH2:15][C:16]3[CH:17]=[CH:18][C:19]([O:22][CH3:23])=[CH:20][CH:21]=3)[C:9]2=[O:24])[O:4][CH:3]1[C@H:25]([OH:57])[C@@H:26]([C:50]([OH:52])=[O:51])[NH:27][CH2:28][CH2:29][CH2:30][NH:31][C:32](=[O:49])[C@H:33]([CH2:45][CH:46]([CH3:48])[CH3:47])[NH:34][C:35](=[O:44])[O:36][CH2:37][C:38]1[CH:39]=[CH:40][CH:41]=[CH:42][CH:43]=1. The catalyst class is: 55. (2) Product: [F:26][CH:24]([F:25])[O:23][C:22]1[C:14]([C:10]([C:8]2[NH:7][C:6]3[CH:43]=[CH:44][C:3]([C:1]#[N:2])=[CH:4][C:5]=3[N:9]=2)([O:12][CH3:13])[CH3:11])=[C:15]2[C:19](=[C:20]([CH3:27])[CH:21]=1)[NH:18][CH:17]=[CH:16]2. The catalyst class is: 1. Reactant: [C:1]([C:3]1[CH:44]=[CH:43][C:6]2[N:7](COCC[Si](C)(C)C)[C:8]([C:10]([C:14]3[C:22]([O:23][CH:24]([F:26])[F:25])=[CH:21][C:20]([CH3:27])=[C:19]4[C:15]=3[CH:16]=[CH:17][N:18]4C(OC(C)(C)C)=O)([O:12][CH3:13])[CH3:11])=[N:9][C:5]=2[CH:4]=1)#[N:2].C(C1C=CC2N=C(C(C3C(OC(F)F)=CC(C)=C4C=3C=CN4C(OC(C)(C)C)=O)(OC)C)N(COCC[Si](C)(C)C)C=2C=1)#N.C(N)CN.CCCC[N+](CCCC)(CCCC)CCCC.[F-]. (3) Reactant: FC(F)(F)C(O)=O.[Br:8][C:9]1[CH:57]=[CH:56][C:12]2[NH:13][C:14]([CH2:16][CH2:17][CH:18]3[CH2:21][CH:20]([N:22]([CH2:24][C@@H:25]4[C@H:29]5[O:30]C(C)(C)[O:32][C@H:28]5[C@H:27]([N:35]5[C:39]6[N:40]=[CH:41][N:42]=[C:43]([NH:44]CC7C=CC(OC)=CC=7OC)[C:38]=6[CH:37]=[CH:36]5)[CH2:26]4)[CH3:23])[CH2:19]3)=[N:15][C:11]=2[CH:10]=1.C([SiH](CC)CC)C. Product: [NH2:44][C:43]1[C:38]2[CH:37]=[CH:36][N:35]([C@@H:27]3[CH2:26][C@H:25]([CH2:24][N:22]([CH:20]4[CH2:19][CH:18]([CH2:17][CH2:16][C:14]5[NH:13][C:12]6[CH:56]=[CH:57][C:9]([Br:8])=[CH:10][C:11]=6[N:15]=5)[CH2:21]4)[CH3:23])[C@@H:29]([OH:30])[C@H:28]3[OH:32])[C:39]=2[N:40]=[CH:41][N:42]=1. The catalyst class is: 6. (4) Reactant: [CH3:1][O:2][C:3](=[O:16])[C:4]1[C:5](=[CH:9][C:10]([O:14][CH3:15])=[CH:11][C:12]=1C)[C:6](O)=O.C1C=CC(P([N:31]=[N+]=[N-])(C2C=CC=CC=2)=O)=CC=1.O.[N-]=C=O. Product: [CH3:1][O:2][C:3](=[O:16])[C:4]1[C:5]([CH3:6])=[CH:9][C:10]([O:14][CH3:15])=[CH:11][C:12]=1[NH2:31]. The catalyst class is: 249. (5) Reactant: [OH-].[Li+].[Cl:3][C:4]1[CH:5]=[C:6]([S:11]([N:14]2[CH2:18][CH2:17][CH2:16][CH:15]2[CH2:19][C:20]([O:22]C)=[O:21])(=[O:13])=[O:12])[CH:7]=[CH:8][C:9]=1[Cl:10]. Product: [Cl:3][C:4]1[CH:5]=[C:6]([S:11]([N:14]2[CH2:18][CH2:17][CH2:16][CH:15]2[CH2:19][C:20]([OH:22])=[O:21])(=[O:12])=[O:13])[CH:7]=[CH:8][C:9]=1[Cl:10]. The catalyst class is: 24. (6) Reactant: Br[C:2]1[C:7](=[O:8])[NH:6][CH:5]=[C:4]([C:9]([NH:11][C@H:12]([C:23]2[C:28]([F:29])=[CH:27][CH:26]=[CH:25][N:24]=2)[C:13]2[CH:18]=[CH:17][C:16]([C:19]([F:22])([F:21])[F:20])=[CH:15][CH:14]=2)=[O:10])[CH:3]=1.[CH3:30][N:31](C=O)C. Product: [C:30]([C:2]1[C:7](=[O:8])[NH:6][CH:5]=[C:4]([C:9]([NH:11][C@H:12]([C:23]2[C:28]([F:29])=[CH:27][CH:26]=[CH:25][N:24]=2)[C:13]2[CH:18]=[CH:17][C:16]([C:19]([F:21])([F:20])[F:22])=[CH:15][CH:14]=2)=[O:10])[CH:3]=1)#[N:31]. The catalyst class is: 267. (7) Reactant: [C:1]([C:5]1[CH:6]=[C:7]([NH:11][C:12]([CH:14]2[CH2:23][CH2:22][C:21]3[C:16](=[CH:17][C:18]([O:24][C:25]4[CH:30]=[CH:29][N:28]=[C:27]([C:31]#[N:32])[CH:26]=4)=[CH:19][CH:20]=3)[CH2:15]2)=[O:13])[CH:8]=[CH:9][CH:10]=1)([CH3:4])([CH3:3])[CH3:2].[CH2:33]([CH2:35]N)[OH:34].CCN(C(C)C)C(C)C. Product: [C:1]([C:5]1[CH:6]=[C:7]([NH:11][C:12]([CH:14]2[CH2:23][CH2:22][C:21]3[C:16](=[CH:17][C:18]([O:24][C:25]4[CH:30]=[CH:29][N:28]=[C:27]([C:31]5[O:34][CH2:33][CH2:35][N:32]=5)[CH:26]=4)=[CH:19][CH:20]=3)[CH2:15]2)=[O:13])[CH:8]=[CH:9][CH:10]=1)([CH3:4])([CH3:2])[CH3:3]. The catalyst class is: 14.